This data is from Forward reaction prediction with 1.9M reactions from USPTO patents (1976-2016). The task is: Predict the product of the given reaction. (1) Given the reactants [CH3:1][N:2]1[C:7](=[O:8])[C:6]2=[C:9]([NH:25][C:26]3[CH:31]=[CH:30][CH:29]=[CH:28][CH:27]=3)[N:10]([CH2:12][C:13]3[CH:18]=[CH:17][C:16]([C:19]4[CH:24]=[CH:23][CH:22]=[CH:21][N:20]=4)=[CH:15][CH:14]=3)[N:11]=[C:5]2[N:4]([CH2:32][CH:33]2[CH2:37][CH2:36][CH2:35][NH:34]2)[C:3]1=[O:38].C=O.[BH3-][C:42]#N.[Na+], predict the reaction product. The product is: [CH3:1][N:2]1[C:7](=[O:8])[C:6]2=[C:9]([NH:25][C:26]3[CH:31]=[CH:30][CH:29]=[CH:28][CH:27]=3)[N:10]([CH2:12][C:13]3[CH:18]=[CH:17][C:16]([C:19]4[CH:24]=[CH:23][CH:22]=[CH:21][N:20]=4)=[CH:15][CH:14]=3)[N:11]=[C:5]2[N:4]([CH2:32][CH:33]2[CH2:37][CH2:36][CH2:35][N:34]2[CH3:42])[C:3]1=[O:38]. (2) Given the reactants [Br:1]Br.[F:3][C:4]1[C:9]([F:10])=[CH:8][CH:7]=[CH:6][C:5]=1[C:11](=[O:13])[CH3:12], predict the reaction product. The product is: [Br:1][CH2:12][C:11]([C:5]1[CH:6]=[CH:7][CH:8]=[C:9]([F:10])[C:4]=1[F:3])=[O:13].